From a dataset of Reaction yield outcomes from USPTO patents with 853,638 reactions. Predict the reaction yield, written as a fraction of the theoretical maximum amount of product (1.0 means a 100% yield; for example, 0.34 means a 34% yield). (1) The reactants are [Cl:1][C:2]1[CH:9]=[C:8]([OH:10])[CH:7]=[CH:6][C:3]=1[CH:4]=[O:5].[C:11](=O)([O-])[O-].[K+].[K+].CI. The catalyst is CN(C)C=O. The product is [Cl:1][C:2]1[CH:9]=[C:8]([O:10][CH3:11])[CH:7]=[CH:6][C:3]=1[CH:4]=[O:5]. The yield is 0.680. (2) The reactants are F[C:2]1[CH:11]=[C:10]([F:12])[C:9]2[C:4](=[CH:5][C:6]([O:14][CH3:15])=[C:7]([F:13])[CH:8]=2)[N:3]=1.C1C[O:19][CH2:18]C1.C[O-].[Na+]. The catalyst is CCOC(C)=O. The product is [F:12][C:10]1[C:9]2[C:4](=[CH:5][C:6]([O:14][CH3:15])=[C:7]([F:13])[CH:8]=2)[N:3]=[C:2]([O:19][CH3:18])[CH:11]=1. The yield is 0.510. (3) The reactants are [Br:1][C:2]1[CH:3]=[C:4]2[C:14](=[CH:15][CH:16]=1)[O:13][C:7]1([CH2:12][CH2:11][CH2:10][O:9][CH2:8]1)[CH2:6][C:5]12[NH:20][C:19](=S)[C:18]([CH3:22])=[N:17]1.[NH3:23]. The product is [Br:1][C:2]1[CH:3]=[C:4]2[C:14](=[CH:15][CH:16]=1)[O:13][C:7]1([CH2:12][CH2:11][CH2:10][O:9][CH2:8]1)[CH2:6][C:5]12[N:20]=[C:19]([NH2:23])[C:18]([CH3:22])=[N:17]1. No catalyst specified. The yield is 0.430. (4) The reactants are [F:1][C:2]1[CH:7]=[CH:6][CH:5]=[CH:4][C:3]=1[C:8]1[NH:16][C:15]2[CH:14]=[CH:13][N:12]=[CH:11][C:10]=2[CH:9]=1.[OH-:17].[Na+].Cl[CH2:20][C:21]1[O:25][N:24]=[C:23]([C:26]2[CH:31]=[CH:30][C:29]([F:32])=[CH:28][C:27]=2[C:33]([F:36])([F:35])[F:34])[CH:22]=1.CN([CH:40]=[O:41])C. No catalyst specified. The product is [F:34][C:33]([F:36])([F:35])[C:40]([O-:41])=[O:17].[F:1][C:2]1[CH:7]=[CH:6][CH:5]=[CH:4][C:3]=1[C:8]1[NH+:16]=[C:15]2[C:10](=[CH:11][N:12]([CH2:20][C:21]3[O:25][N:24]=[C:23]([C:26]4[CH:31]=[CH:30][C:29]([F:32])=[CH:28][C:27]=4[C:33]([F:36])([F:34])[F:35])[CH:22]=3)[CH:13]=[CH:14]2)[CH:9]=1. The yield is 0.860. (5) The reactants are [F:1][C:2]1[CH:7]=[CH:6][C:5]([C:8]([N:10]2[CH2:15][CH2:14][CH2:13][C@H:12]([OH:16])[CH2:11]2)=[O:9])=[CH:4][CH:3]=1.[F:17][C:18]1[CH:19]=[C:20]([N:24]=[C:25]=[O:26])[CH:21]=[CH:22][CH:23]=1. No catalyst specified. The product is [F:1][C:2]1[CH:7]=[CH:6][C:5]([C:8]([N:10]2[CH2:15][CH2:14][CH2:13][C@H:12]([O:16][C:25](=[O:26])[NH:24][C:20]3[CH:21]=[CH:22][CH:23]=[C:18]([F:17])[CH:19]=3)[CH2:11]2)=[O:9])=[CH:4][CH:3]=1. The yield is 0.630. (6) The reactants are [CH2:1]([O:3][C:4](=[O:20])[C:5]1[C:17]([F:18])=[C:16]([NH2:19])[CH:15]=[C:7]([C:8]([N:10]([CH3:14])[CH2:11][CH2:12][CH3:13])=[O:9])[CH:6]=1)[CH3:2].N1C=CC=CC=1.[CH3:27][S:28](Cl)(=[O:30])=[O:29]. The catalyst is ClCCl. The product is [CH2:1]([O:3][C:4](=[O:20])[C:5]1[C:17]([F:18])=[C:16]([NH:19][S:28]([CH3:27])(=[O:30])=[O:29])[CH:15]=[C:7]([C:8]([N:10]([CH3:14])[CH2:11][CH2:12][CH3:13])=[O:9])[CH:6]=1)[CH3:2]. The yield is 0.760. (7) The reactants are [Cl:1][C:2]1[CH:7]=[CH:6][C:5]([C:8]2[S:9][C:10]3[CH:16]=[CH:15][C:14]([C:17]([OH:19])=O)=[CH:13][C:11]=3[N:12]=2)=[C:4]([OH:20])[CH:3]=1.CN(C(O[N:29]1N=NC2C=[CH:33][CH:34]=[CH:35][C:30]1=2)=[N+](C)C)C.F[P-](F)(F)(F)(F)F.CCN(C(C)C)C(C)C.N1CCCC1. The catalyst is CN1C(=O)CCC1. The product is [Cl:1][C:2]1[CH:7]=[CH:6][C:5]([C:8]2[S:9][C:10]3[CH:16]=[CH:15][C:14]([C:17]([N:29]4[CH2:30][CH2:35][CH2:34][CH2:33]4)=[O:19])=[CH:13][C:11]=3[N:12]=2)=[C:4]([OH:20])[CH:3]=1. The yield is 0.230.